From a dataset of Full USPTO retrosynthesis dataset with 1.9M reactions from patents (1976-2016). Predict the reactants needed to synthesize the given product. Given the product [CH3:16][O:17][C:18]1[CH:23]=[C:22]([C:2]2[CH:7]=[CH:6][C:5](/[C:8](/[CH3:15])=[CH:9]/[C:10]([O:12][CH2:13][CH3:14])=[O:11])=[CH:4][CH:3]=2)[CH:21]=[CH:20][CH:19]=1, predict the reactants needed to synthesize it. The reactants are: Br[C:2]1[CH:7]=[CH:6][C:5](/[C:8](/[CH3:15])=[CH:9]/[C:10]([O:12][CH2:13][CH3:14])=[O:11])=[CH:4][CH:3]=1.[CH3:16][O:17][C:18]1[CH:19]=[C:20](B(O)O)[CH:21]=[CH:22][CH:23]=1.